Dataset: Reaction yield outcomes from USPTO patents with 853,638 reactions. Task: Predict the reaction yield, written as a fraction of the theoretical maximum amount of product (1.0 means a 100% yield; for example, 0.34 means a 34% yield). (1) The yield is 0.930. The catalyst is [Cu]I.O1CCOCC1. The reactants are [CH3:1][C:2]1([CH3:14])[O:6][C:5](=[O:7])[NH:4][C@H:3]1[C:8]1[CH:13]=[CH:12][CH:11]=[CH:10][CH:9]=1.I[C:16]1[CH:25]=[CH:24][C:19]([C:20]([O:22][CH3:23])=[O:21])=[CH:18][CH:17]=1.P([O-])([O-])([O-])=O.[K+].[K+].[K+].CNCCNC. The product is [CH3:1][C:2]1([CH3:14])[O:6][C:5](=[O:7])[N:4]([C:16]2[CH:25]=[CH:24][C:19]([C:20]([O:22][CH3:23])=[O:21])=[CH:18][CH:17]=2)[C@H:3]1[C:8]1[CH:9]=[CH:10][CH:11]=[CH:12][CH:13]=1. (2) The reactants are [F:1][C:2]1[CH:7]=[CH:6][C:5]([O:8][C:9]2[CH:14]=[CH:13][C:12]([N+:15]([O-])=O)=[CH:11][CH:10]=2)=[CH:4][C:3]=1[C:18]([F:21])([F:20])[F:19]. The catalyst is CO.[Pd]. The product is [F:1][C:2]1[CH:7]=[CH:6][C:5]([O:8][C:9]2[CH:10]=[CH:11][C:12]([NH2:15])=[CH:13][CH:14]=2)=[CH:4][C:3]=1[C:18]([F:19])([F:20])[F:21]. The yield is 0.950.